Dataset: Catalyst prediction with 721,799 reactions and 888 catalyst types from USPTO. Task: Predict which catalyst facilitates the given reaction. (1) Reactant: C1OCCOCCOCCOCCOCCOC1.[CH3:19][O:20][C:21]([CH2:23]P(=O)([O-])[O-])=[O:22].C[Si](C)(C)[N-][Si](C)(C)C.[K+].[F:38][C:39]1[CH:46]=[C:45]([F:47])[CH:44]=[CH:43][C:40]=1[CH:41]=O.[Cl-].[NH4+]. Product: [F:38][C:39]1[CH:46]=[C:45]([F:47])[CH:44]=[CH:43][C:40]=1/[CH:41]=[CH:23]\[C:21]([O:20][CH3:19])=[O:22]. The catalyst class is: 7. (2) Reactant: [NH2:1][CH2:2][CH:3]([NH:14][C:15](=[O:21])[O:16][C:17]([CH3:20])([CH3:19])[CH3:18])[C:4]1[CH:9]=[CH:8][CH:7]=[C:6]([C:10]([F:13])([F:12])[F:11])[CH:5]=1.C(N(CC)CC)C.Cl[C:30]([O:32][CH2:33][CH3:34])=[O:31]. Product: [F:11][C:10]([F:13])([F:12])[C:6]1[CH:5]=[C:4]([CH:3]([NH:14][C:15](=[O:21])[O:16][C:17]([CH3:18])([CH3:20])[CH3:19])[CH2:2][NH:1][C:30](=[O:31])[O:32][CH2:33][CH3:34])[CH:9]=[CH:8][CH:7]=1. The catalyst class is: 4. (3) Reactant: [CH:1]1([Mg]Br)[CH2:3][CH2:2]1.[Cl:6][C:7]1[CH:8]=[CH:9][C:10]([CH:31]=[O:32])=[C:11]2[C:15]=1[N:14]=[C:13]1[N:16]([C:20]3[CH:25]=[CH:24][C:23]([Cl:26])=[CH:22][C:21]=3[C:27]([F:30])([F:29])[F:28])[CH2:17][CH2:18][CH2:19][N:12]21. Product: [Cl:6][C:7]1[C:15]2[N:14]=[C:13]3[N:16]([C:20]4[CH:25]=[CH:24][C:23]([Cl:26])=[CH:22][C:21]=4[C:27]([F:28])([F:30])[F:29])[CH2:17][CH2:18][CH2:19][N:12]3[C:11]=2[C:10]([CH:31]([CH:1]2[CH2:3][CH2:2]2)[OH:32])=[CH:9][CH:8]=1. The catalyst class is: 7. (4) Reactant: [Cl:1][C:2]1[N:7]=[CH:6][C:5]([C:8]2(O)[CH2:12][CH2:11][CH2:10][CH2:9]2)=[CH:4][CH:3]=1.S(=O)(=O)(O)O.[OH-].[Na+]. Product: [Cl:1][C:2]1[CH:3]=[CH:4][C:5]([C:8]2[CH2:12][CH2:11][CH2:10][CH:9]=2)=[CH:6][N:7]=1. The catalyst class is: 15. (5) Reactant: [O:1]1[C:6]2[CH:7]=[CH:8][C:9]([C:11]([OH:13])=O)=[CH:10][C:5]=2[O:4][CH2:3][CH2:2]1.C(N1C=CN=C1)(N1C=CN=C1)=O.Cl.[CH3:27][NH:28][O:29][CH3:30].C(N(CC)CC)C. Product: [CH3:30][O:29][N:28]([CH3:27])[C:11]([C:9]1[CH:8]=[CH:7][C:6]2[O:1][CH2:2][CH2:3][O:4][C:5]=2[CH:10]=1)=[O:13]. The catalyst class is: 10.